Dataset: Forward reaction prediction with 1.9M reactions from USPTO patents (1976-2016). Task: Predict the product of the given reaction. (1) The product is: [Cl:21][C:22]1[CH:23]=[C:24]([CH2:30][CH2:31][C:32]2([CH:40]3[CH2:44][CH2:43][CH2:42][CH2:41]3)[O:37][C:36](=[O:38])[CH:35]([CH2:6][C:2]3[S:1][CH:5]=[CH:4][N:3]=3)[C:34](=[O:39])[CH2:33]2)[CH:25]=[CH:26][C:27]=1[O:28][CH3:29]. Given the reactants [S:1]1[CH:5]=[CH:4][N:3]=[C:2]1[CH:6]=O.CC1C=C(C)N2N=C(C=O)N=C2N=1.[Cl:21][C:22]1[CH:23]=[C:24]([CH2:30][CH2:31][C:32]2([CH:40]3[CH2:44][CH2:43][CH2:42][CH2:41]3)[O:37][C:36](=[O:38])[CH2:35][C:34](=[O:39])[CH2:33]2)[CH:25]=[CH:26][C:27]=1[O:28][CH3:29].ClC1C=C(CCC2(C3CCCC3)OC(=O)CC(=O)C2)C=CC=1OC(C)C, predict the reaction product. (2) Given the reactants [CH3:1][O:2][C:3]1[CH:8]=[C:7]([O:9][CH2:10][C:11]2[CH:16]=[CH:15][CH:14]=[CH:13][N:12]=2)[CH:6]=[CH:5][C:4]=1[CH:17]=[CH:18][C:19](=[O:24])[CH2:20][C:21](=[O:23])[CH3:22].[B]=O.[NH:27]1[C:31]2[CH:32]=[CH:33][C:34]([CH:36]=O)=[CH:35][C:30]=2[N:29]=[N:28]1.B(OC(C)C)(OC(C)C)OC(C)C.N1CCCCC1.Cl.C(=O)(O)[O-].[Na+], predict the reaction product. The product is: [NH:27]1[C:31]2[CH:32]=[CH:33][C:34](/[CH:36]=[CH:22]/[C:21](=[O:23])[CH2:20][C:19](=[O:24])/[CH:18]=[CH:17]/[C:4]3[CH:5]=[CH:6][C:7]([O:9][CH2:10][C:11]4[CH:16]=[CH:15][CH:14]=[CH:13][N:12]=4)=[CH:8][C:3]=3[O:2][CH3:1])=[CH:35][C:30]=2[N:29]=[N:28]1. (3) Given the reactants [CH2:1]([O:3][C:4]1[CH:5]=[C:6]([CH:11]=[CH:12][C:13]=1I)[C:7]([O:9][CH3:10])=[O:8])[CH3:2].[F:15][C:16]1[CH:21]=[CH:20][C:19](B(O)O)=[CH:18][CH:17]=1, predict the reaction product. The product is: [CH2:1]([O:3][C:4]1[CH:5]=[C:6]([C:7]([O:9][CH3:10])=[O:8])[CH:11]=[CH:12][C:13]=1[C:19]1[CH:20]=[CH:21][C:16]([F:15])=[CH:17][CH:18]=1)[CH3:2]. (4) Given the reactants [Cl:1][C:2]1[C:3]([N:17]2[CH2:22][CH2:21][CH:20]([C:23]3[CH:32]=[CH:31][CH:30]=[CH:29][C:24]=3[C:25]([O:27][CH3:28])=[O:26])[CH2:19][CH2:18]2)=[CH:4][N:5]=[N:6][C:7]=1[NH:8][NH:9][C:10](=O)[CH2:11][C:12]([F:15])([F:14])[F:13].P(Cl)(Cl)(Cl)=O, predict the reaction product. The product is: [Cl:1][C:2]1[C:7]2[N:6]([C:10]([CH2:11][C:12]([F:15])([F:14])[F:13])=[N:9][N:8]=2)[N:5]=[CH:4][C:3]=1[N:17]1[CH2:22][CH2:21][CH:20]([C:23]2[CH:32]=[CH:31][CH:30]=[CH:29][C:24]=2[C:25]([O:27][CH3:28])=[O:26])[CH2:19][CH2:18]1. (5) Given the reactants [CH3:1][C:2]1[N:3]=[CH:4][O:5][C:6]=1[C:7]([C:9]1[CH:14]=[CH:13][CH:12]=[CH:11][C:10]=1[CH:15]([CH3:18])[C:16]#[CH:17])=[O:8].I[C:20]1[CH:25]=[CH:24][CH:23]=[CH:22][CH:21]=1.CCCCCC.CCOC(C)=O, predict the reaction product. The product is: [CH3:1][C:2]1[N:3]=[CH:4][O:5][C:6]=1[C:7]([C:9]1[CH:14]=[CH:13][CH:12]=[CH:11][C:10]=1[CH:15]([CH3:18])[C:16]#[C:17][C:20]1[CH:25]=[CH:24][CH:23]=[CH:22][CH:21]=1)=[O:8]. (6) Given the reactants [CH3:1][C:2]1[NH:3][C:4]([CH3:21])=[CH:5][C:6]=1[C:7]1[CH:12]=[CH:11][CH:10]=[C:9]([C:13]2[CH:18]=[CH:17][C:16](C=O)=[CH:15][CH:14]=2)[N:8]=1.O1CCN(C2CCC=CC2)CC1.[C:34]12(CS(O)(=O)=O)[C:41](C)(C)[CH:38](C[CH2:40]1)[CH2:37][C:35]2=[O:36].Cl, predict the reaction product. The product is: [CH3:1][C:2]1[NH:3][C:4]([CH3:21])=[CH:5][C:6]=1[C:7]1[CH:12]=[CH:11][CH:10]=[C:9]([C:13]2[CH:14]=[CH:15][C:16]([CH:40]=[C:34]3[CH2:41][CH2:38][CH2:37][C:35]3=[O:36])=[CH:17][CH:18]=2)[N:8]=1. (7) Given the reactants [F:1][C:2]1([F:11])[CH2:7][CH2:6][CH:5](C(O)=O)[CH2:4][CH2:3]1.C1C=CC(OP([O:24][C:25]2C=CC=CC=2)(N=[N+]=[N-])=O)=CC=1.C([N:33](CC)CC)C, predict the reaction product. The product is: [F:11][C:2]1([F:1])[CH2:3][CH2:4][CH:5]([N:33]=[C:25]=[O:24])[CH2:6][CH2:7]1. (8) Given the reactants [O:1]1CCCC1.[OH:6][C:7]1C(C(NC)=O)=[CH:11][CH:10]=[C:9]([O:17][CH3:18])[C:8]=1[CH2:19][CH2:20][N:21]1[CH2:26][CH2:25][CH:24]([N:27]2[C:35]3[C:30](=[CH:31][CH:32]=[C:33]([C:36]([NH2:38])=[O:37])[CH:34]=3)[CH:29]=[CH:28]2)[CH2:23][CH2:22]1.[C:39]([N:46]1[CH:50]=[CH:49]N=[CH:47]1)(N1C=CN=C1)=[O:40], predict the reaction product. The product is: [CH3:18][O:17][C:9]1[CH:10]=[CH:11][C:49]2[C:50](=[O:1])[N:46]([CH3:47])[C:39](=[O:40])[O:6][C:7]=2[C:8]=1[CH2:19][CH2:20][N:21]1[CH2:26][CH2:25][CH:24]([N:27]2[C:35]3[C:30](=[CH:31][CH:32]=[C:33]([C:36]([NH2:38])=[O:37])[CH:34]=3)[CH:29]=[CH:28]2)[CH2:23][CH2:22]1. (9) The product is: [C:14]([C:16]1[CH:21]=[CH:20][CH:19]=[CH:18][C:17]=1[C:2]1[CH:11]=[CH:10][C:5]([C:6]([O:8][CH3:9])=[O:7])=[C:4]([O:12][CH3:13])[CH:3]=1)#[N:15]. Given the reactants Br[C:2]1[CH:11]=[CH:10][C:5]([C:6]([O:8][CH3:9])=[O:7])=[C:4]([O:12][CH3:13])[CH:3]=1.[C:14]([C:16]1[CH:21]=[CH:20][CH:19]=[CH:18][C:17]=1B(O)O)#[N:15].C(=O)([O-])[O-].[Cs+].[Cs+].C(OCC)(=O)C, predict the reaction product.